Task: Predict the product of the given reaction.. Dataset: Forward reaction prediction with 1.9M reactions from USPTO patents (1976-2016) (1) Given the reactants C([N:8]1[C:11]2([CH2:14][N:13]([C:15]([O:17][C:18]([CH3:21])([CH3:20])[CH3:19])=[O:16])[CH2:12]2)[CH2:10][CH2:9]1)C1C=CC=CC=1.[H][H].[C:24]([OH:29])(=[O:28])[C:25]([OH:27])=[O:26], predict the reaction product. The product is: [C:24]([O-:29])(=[O:28])[C:25]([O-:27])=[O:26].[C:18]([O:17][C:15]([N:13]1[CH2:12][C:11]2([NH2+:8][CH2:9][CH2:10]2)[CH2:14]1)=[O:16])([CH3:21])([CH3:19])[CH3:20].[C:18]([O:17][C:15]([N:13]1[CH2:12][C:11]2([NH2+:8][CH2:9][CH2:10]2)[CH2:14]1)=[O:16])([CH3:21])([CH3:19])[CH3:20]. (2) Given the reactants [CH2:1]([O:3][C:4](=[O:22])[CH2:5][CH2:6][C:7]([N:9]1[CH2:14][CH2:13][N:12](C(OC(C)(C)C)=O)[CH2:11][CH2:10]1)=[O:8])[CH3:2].[ClH:23].C(OCC)(=O)C, predict the reaction product. The product is: [ClH:23].[O:8]=[C:7]([N:9]1[CH2:10][CH2:11][NH:12][CH2:13][CH2:14]1)[CH2:6][CH2:5][C:4]([O:3][CH2:1][CH3:2])=[O:22]. (3) Given the reactants [NH2:1][C:2]1[N:10]=[CH:9][N:8]=[C:7]2[C:3]=1[N:4]=[CH:5][N:6]2[C@H:11]1[C@@H:15]2[O:16][C:17]([CH3:20])([CH3:19])[O:18][C@@H:14]2[C@@H:13]([CH2:21][N:22]([CH2:27][CH2:28][CH2:29][CH2:30][C:31]([O:33]C)=[O:32])[S:23]([CH3:26])(=[O:25])=[O:24])[O:12]1.[Li+].[OH-].Cl, predict the reaction product. The product is: [NH2:1][C:2]1[N:10]=[CH:9][N:8]=[C:7]2[C:3]=1[N:4]=[CH:5][N:6]2[C@H:11]1[C@@H:15]2[O:16][C:17]([CH3:19])([CH3:20])[O:18][C@@H:14]2[C@@H:13]([CH2:21][N:22]([CH2:27][CH2:28][CH2:29][CH2:30][C:31]([OH:33])=[O:32])[S:23]([CH3:26])(=[O:25])=[O:24])[O:12]1. (4) The product is: [Br:1][C:2]1[CH:7]=[CH:6][C:5]([C:8]2[CH:23]=[C:11]3[N:12]=[C:13]([NH:31][N:32]=[CH:8][C:5]4[CH:4]=[CH:3][CH:2]=[C:33]([CH3:34])[CH:6]=4)[CH:14]=[C:15]([N:16]4[CH2:21][CH2:20][O:19][CH2:18][CH2:17]4)[N:10]3[N:9]=2)=[CH:4][CH:3]=1. Given the reactants [Br:1][C:2]1[CH:7]=[CH:6][C:5]([C:8]2[CH:23]=[C:11]3[N:12]=[C:13](Cl)[CH:14]=[C:15]([N:16]4[CH2:21][CH2:20][O:19][CH2:18][CH2:17]4)[N:10]3[N:9]=2)=[CH:4][CH:3]=1.C(=O)([O-])[O-].[K+].[K+].O.[NH2:31][NH2:32].[CH2:33](O)[CH3:34], predict the reaction product.